This data is from Reaction yield outcomes from USPTO patents with 853,638 reactions. The task is: Predict the reaction yield, written as a fraction of the theoretical maximum amount of product (1.0 means a 100% yield; for example, 0.34 means a 34% yield). The reactants are [CH2:1]([S:8][C:9]1[CH:10]=[CH:11][C:12]([NH:22][C:23]2[CH:28]=[CH:27][C:26]([Cl:29])=[CH:25][C:24]=2[Br:30])=[C:13](/[CH:15]=[CH:16]/[C:17](OCC)=[O:18])[CH:14]=1)[C:2]1[CH:7]=[CH:6][CH:5]=[CH:4][CH:3]=1.CO.C[O-].[Na+].C(O)(=O)C. The catalyst is CCCCCCC. The product is [CH2:1]([S:8][C:9]1[CH:14]=[C:13]2[C:12](=[CH:11][CH:10]=1)[N:22]([C:23]1[CH:28]=[CH:27][C:26]([Cl:29])=[CH:25][C:24]=1[Br:30])[C:17](=[O:18])[CH:16]=[CH:15]2)[C:2]1[CH:3]=[CH:4][CH:5]=[CH:6][CH:7]=1. The yield is 0.616.